From a dataset of NCI-60 drug combinations with 297,098 pairs across 59 cell lines. Regression. Given two drug SMILES strings and cell line genomic features, predict the synergy score measuring deviation from expected non-interaction effect. Drug 1: CN(C(=O)NC(C=O)C(C(C(CO)O)O)O)N=O. Drug 2: B(C(CC(C)C)NC(=O)C(CC1=CC=CC=C1)NC(=O)C2=NC=CN=C2)(O)O. Cell line: OVCAR-8. Synergy scores: CSS=32.3, Synergy_ZIP=3.82, Synergy_Bliss=2.85, Synergy_Loewe=-52.9, Synergy_HSA=1.50.